Dataset: Human Reference Interactome with 51,813 positive PPI pairs across 8,248 proteins, plus equal number of experimentally-validated negative pairs. Task: Binary Classification. Given two protein amino acid sequences, predict whether they physically interact or not. (1) Protein 1 (ENSG00000196684) has sequence MTEAGKLPLPLPPRLDWDAENLLESQPLGSFLIRVSHSHVGYTLSYKAQSSCCHFMVKLLDDGTFMIPGEKVAHTSLDALVTFHQQKPIEPRRELLTQPCRQKDPANVDYEDLFLYSNAVAEEAACPVSAPEEASPKPVLCHQSKERKPSAEMNRITTKEATSSCPPKSPLGEXMLRTCWSHSHWDPFSSGSVTAMWATHSPTKPKAAAAISW*MTEAGKLPLPLPPRLDWFVHTQMGQLAQDGVPEWFHGAISREDAENLLESQPLGSFLIRVSHSHVGYTLSYK*MTEAGKLPLPLPP.... Protein 2 (ENSG00000141741) has sequence MSGEPGQTSVAPPPEEVEPGSGVRIVVEYCEPCGFEATYLELASAVKEQYPGIEIESRLGGTGAFEIEINGQLVFSKLENGGFPYEKDLIEAIRRASNGETLEKITNSRPPCVIL*MSGEPGQTSVAPPPEEVEPGSGVRIVVEYCEPCGFEATYLELASAVKEQYPGIEIESRLGGTGAFEIEINGQLVFSKLENGGFPYEKDVSIYSVGRTSWSPYPNSASSCHSTPLAH*. Result: 0 (the proteins do not interact). (2) Protein 1 (ENSG00000283632) has sequence MPILKNLGVSDPKVPRAGTLPLRSSRNPFEEVSGLEEEEAGELGSLPNGTSCRRRATLEKLAGLAPFRLGWAPGRRAGSPGDGQPRSFLGRVLVPGIRRSSADFGLLARLHGTRAHGDEEAAGEAARRLAFLRLGRGSKPQRASLAERVVPAGEAAPEPPPKVPEPPKMKEPLSVLEILSLIQQRELARADEHILELEAEELAPSRGGAPGPPKAEGAGGGRRARDVALLYEALQRELWALVRETLAGPGPGACAGAGAVAQLGQVLVQEEAADGRRGPGAARKLRARWAEAVARAARER.... Protein 2 (ENSG00000150551) has sequence MCQKEVMEQSAGIMYRKSCASSAACLIASAGYQSFCSPGKLNSVCISCCNTPLCNGPRPKKRGSSASALRPGLRTTILFLKLALFSAHC*MWVLGIAATFCGLFLLPGFALQIQCYQCEEFQLNNDCSSPEFIVNCTVNVQDMCQKEVMEQSAGIMYRKSCASSAACLIASAGYQSFCSPGKLNSVCISCCNTPLCNGPRPKKRGSSASALRPGLRTTILFLKLALFSAHC*MWVLGIAATFCGLFLLPGENTQRPAAEARLCAANPVLPV*. Result: 0 (the proteins do not interact). (3) Protein 1 (ENSG00000112182) has sequence MSVDEKPDSPMYVYESTVHCTNILLGLNDQRKKDILCDVTLIVERKEFRAHRAVLAACSEYFWQALVGQTKNDLVVSLPEEVTARGFGPLLQFAYTAKLLLSRENIREVIRCAEFLRMHNLEDSCFSFLQTQLLNSEDGLFVCRKDAACQRPHEDCENSAGEEEDEEEETMDSETAKMACPRDQMLPEPISFEAAAIPVAEKEEALLPEPDVPTDTKESSEKDALTQYPRYKKYQLACTKNVYNASSHSTSGFASTFREDNSSNSLKPGLARGQIKSEPPSEENEEESITLCLSGDEPDA.... Protein 2 (ENSG00000123685) has sequence MSQGLPAAGSVLQRSVAAPGNQPQPQPQQQSPEDDDRKVRRREKNRVAAQRSRKKQTQKADKLHEEYESLEQENTMLRREIGKLTEELKHLTEALKEHEKMCPLLLCPMNFVPVPPRPDPVAGCLPR*. Result: 1 (the proteins interact). (4) Protein 1 (ENSG00000154930) has sequence MAARTLGRGVGRLLGSLRGLSGQPARPPCGVSAPRRAASGPSGSAPAVAAAAAQPGSYPALSAQAAREPAAFWGPLARDTLVWDTPYHTVWDCDFSTGKIGWFLGGQLNVSVNCLDQHVRKSPESVALIWERDEPGTEVRITYRELLETTCRLANTLKRHGVHRGDRVAIYMPVSPLAVAAMLACARIGAVHTVIFAGFSAESLAGRINDAKCKVVITFNQGLRGGRVVELKKIVDEAVKHCPTVQHVLVAHRTDNKVHMGDLDVPLEQEMAKEDPVCAPESMGSEDMLFMLYTSGSTGM.... Protein 2 (ENSG00000131068) has sequence MKLLLLALPMLVLLPQVIPAYSGEKKCWNRSGHCRKQCKDGEAVKDTCKNLRACCIPSNEDHRRVPATSPTPLSDSTPGIIDDILTVRFTTDYFEVSSKKDMVEESEAGRGTETSLPNVHHSS*. Result: 0 (the proteins do not interact). (5) Protein 1 (ENSG00000142552) has sequence MMWRPSVLLLLLLLRHGAQGKPSPDAGPHGQGRVHQAAPLSDAPHDDAHGNFQYDHEAFLGREVAKEFDQLTPEESQARLGRIVDRMDRAGDGDGWVSLAELRAWIAHTQQRHIRDSVSAAWDTYDTDRDGRVGWEELRNATYGHYAPGEEFHDVEDAETYKKMLARDERRFRVADQDGDSMATREELTAFLHPEEFPHMRDIVIAETLEDLDRNKDGYVQVEEYIADLYSAEPGEEEPAWVQTERQQFRDFRDLNKDGHLDGSEVGHWVLPPAQDQPLVEANHLLHESDTDKDGRLSKA.... Protein 2 (ENSG00000146352) has sequence MTHLQAGLSPETLEKARLELNENPDTLHQDIQEVRDMVITRPDIGFLRTDDAFILRFLRARKFHHFEAFRLLAQYFEYRQQNLDMFKSFKATDPGIKQALKDGFPGGLANLDHYGRKILVLFAANWDQSRYTLVDILRAILLSLEAMIEDPELQVNGFVLIIDWSNFTFKQASKLTPSMLRLAIEGLQDSFPARFGGIHFVNQPWYIHALYTVIRPFLKEKTRKRIFLHGNNLNSLHQLIHPEILPSEFGGMLPPYDMGTWARTLLDHEYDDDSEYNVDSYSMPVKEVEKELSPKSMKRS.... Result: 0 (the proteins do not interact). (6) Protein 1 (ENSG00000171794) has sequence MLLRPRRPPPLAPPAPPSPASPDPEPRTPGDAPGTPPRRPASPSALGELGLPVSPGSAQRTPWSARETELLLGTLLQPAVWRALLLDRRQALPTYRRVSAALAQQQVRRTPAQCRRRYKFLKDKFREAHGQPPGPFDEQIRKLMGLLGDNGRKRPRRRSPGSGRPQRARRPVPNAHAPAPSEPDATPLPTARDRDADPTWTLRFSPSPPKSADASPAPGSPPAPAPTALATCIPEDRAPVRGPGSPPPPPAREDPDSPPGRPEDCAPPPAAPPSLNTALLQTLGHLGDIANILGPLRDQL.... Protein 2 (ENSG00000133704) has sequence MDLNRIIQALKGTIDPKLRIAAENELNQSYKIINFAPSLLRIIVSDHVEFPVRQAAAIYLKNMVTQYWPDREPPPGEAIFPFNIHENDRQQIRDNIVEGIIRSPDLVRVQLTMCLRAIIKHDFPGHWPGVVDKIDYYLQSQSSASWLGSLLCLYQLVKTYEYKKAEEREPLIIAMQIFLPRIQQQIVQLLPDSSYYSVLLQKQILKIFYALVQYALPLQLVNNQTMTTWMEIFRTIIDRTVPPETLHIDEDDRPELVWWKCKKWALHIVARLFERYGSPGNVTKEYFEFSEFFLKTYAVG.... Result: 0 (the proteins do not interact). (7) Protein 1 (ENSG00000170209) has sequence MAADPTELRLGSLPVFTRDDFEGDWRLVASGGFSQVFQARHRRWRTEYAIKCAPCLPPDAASSDVNYLIEEAAKMKKIKFQHIVSIYGVCKQPLGIVMEFMANGSLEKVLSTHSLCWKLRFRIIHETSLAMNFLHSIKPPLLHLDLKPGNILLDSNMHVKISDFGLSKWMEQSTRMQYIERSALRGMLSYIPPEMFLESNKAPGPKYDVYSFAIVIWELLTQKKPYSGFNMMMIIIRVAAGMRPSLQPVSDQWPSEAQQMVDLMKRCWDQDPKKRPCFLDITIETDILLSLLQSRVAVPE.... Protein 2 (ENSG00000213937) has sequence MASTGLELLGMTLAVLGWLGTLVSCALPLWKVTAFIGNSIVVAQVVWEGLWMSCVVQSTGQMQCKVYDSLLALPQDLQAARALCVIALLLALLGLLVAITGAQCTTCVEDEGAKARIVLTAGVILLLAGILVLIPVCWTAHAIIQDFYNPLVAEALKRELGASLYLGWAAAALLMLGGGLLCCTCPPPQVERPRGPRLGYSIPSRSGASGLDKRDYV*. Result: 0 (the proteins do not interact).